Dataset: Reaction yield outcomes from USPTO patents with 853,638 reactions. Task: Predict the reaction yield, written as a fraction of the theoretical maximum amount of product (1.0 means a 100% yield; for example, 0.34 means a 34% yield). (1) The reactants are [NH2:1][C:2]1[CH:7]=[CH:6][C:5]([OH:8])=[CH:4][N:3]=1.CC(C)([O-])C.[K+].Cl[C:16]1[CH:21]=[CH:20][N:19]=[C:18]([C:22]([NH:24][CH3:25])=[O:23])[CH:17]=1. The catalyst is CC(N(C)C)=O. The product is [NH2:1][C:2]1[N:3]=[CH:4][C:5]([O:8][C:16]2[CH:21]=[CH:20][N:19]=[C:18]([C:22]([NH:24][CH3:25])=[O:23])[CH:17]=2)=[CH:6][CH:7]=1. The yield is 0.610. (2) The reactants are [C:1]([NH:4][C:5]1[CH:13]=[C:12]([N+:14]([O-:16])=[O:15])[CH:11]=[CH:10][C:6]=1[C:7]([OH:9])=[O:8])(=[O:3])[CH3:2].[CH3:17][Si](C=[N+]=[N-])(C)C.CCCCCC. The catalyst is C1C=CC=CC=1.CO. The product is [C:1]([NH:4][C:5]1[CH:13]=[C:12]([N+:14]([O-:16])=[O:15])[CH:11]=[CH:10][C:6]=1[C:7]([O:9][CH3:17])=[O:8])(=[O:3])[CH3:2]. The yield is 0.970.